From a dataset of Forward reaction prediction with 1.9M reactions from USPTO patents (1976-2016). Predict the product of the given reaction. (1) Given the reactants Cl[C:2]1[CH:3]=[CH:4][C:5]2[N:6]([C:8]([C:11]3[O:19][C:18]4[CH:17]=[CH:16][N:15]=[C:14]([O:20][CH3:21])[C:13]=4[CH:12]=3)=[CH:9][N:10]=2)[N:7]=1.[CH3:22][NH:23][CH:24]([CH3:27])[CH2:25][OH:26], predict the reaction product. The product is: [CH3:21][O:20][C:14]1[C:13]2[CH:12]=[C:11]([C:8]3[N:6]4[N:7]=[C:2]([N:23]([CH3:22])[CH:24]([CH3:27])[CH2:25][OH:26])[CH:3]=[CH:4][C:5]4=[N:10][CH:9]=3)[O:19][C:18]=2[CH:17]=[CH:16][N:15]=1. (2) Given the reactants [OH:1][C:2]1[C:7](=[O:8])[N:6]2[CH2:9][CH2:10][CH2:11][CH2:12][C:5]2=[N:4][C:3]=1[C:13]([O:15]C)=O.[F:17][C:18]1[CH:25]=[CH:24][C:21]([CH2:22][NH2:23])=[CH:20][CH:19]=1, predict the reaction product. The product is: [F:17][C:18]1[CH:25]=[CH:24][C:21]([CH2:22][NH:23][C:13]([C:3]2[N:4]=[C:5]3[CH2:12][CH2:11][CH2:10][CH2:9][N:6]3[C:7](=[O:8])[C:2]=2[OH:1])=[O:15])=[CH:20][CH:19]=1.